From a dataset of NCI-60 drug combinations with 297,098 pairs across 59 cell lines. Regression. Given two drug SMILES strings and cell line genomic features, predict the synergy score measuring deviation from expected non-interaction effect. (1) Drug 1: CC12CCC3C(C1CCC2=O)CC(=C)C4=CC(=O)C=CC34C. Drug 2: COCCOC1=C(C=C2C(=C1)C(=NC=N2)NC3=CC=CC(=C3)C#C)OCCOC.Cl. Cell line: HS 578T. Synergy scores: CSS=57.6, Synergy_ZIP=1.66, Synergy_Bliss=4.51, Synergy_Loewe=4.49, Synergy_HSA=4.01. (2) Drug 1: CC1=C(C=C(C=C1)NC2=NC=CC(=N2)N(C)C3=CC4=NN(C(=C4C=C3)C)C)S(=O)(=O)N.Cl. Drug 2: CN(C)C1=NC(=NC(=N1)N(C)C)N(C)C. Cell line: OVCAR-8. Synergy scores: CSS=-1.53, Synergy_ZIP=1.51, Synergy_Bliss=1.61, Synergy_Loewe=-5.12, Synergy_HSA=-3.74. (3) Drug 1: C1=CC(=CC=C1CCC2=CNC3=C2C(=O)NC(=N3)N)C(=O)NC(CCC(=O)O)C(=O)O. Drug 2: C1=CC(=C2C(=C1NCCNCCO)C(=O)C3=C(C=CC(=C3C2=O)O)O)NCCNCCO. Cell line: MCF7. Synergy scores: CSS=39.8, Synergy_ZIP=-11.1, Synergy_Bliss=-11.9, Synergy_Loewe=-3.03, Synergy_HSA=-1.32. (4) Drug 1: CC=C1C(=O)NC(C(=O)OC2CC(=O)NC(C(=O)NC(CSSCCC=C2)C(=O)N1)C(C)C)C(C)C. Drug 2: CC1C(C(CC(O1)OC2CC(CC3=C2C(=C4C(=C3O)C(=O)C5=C(C4=O)C(=CC=C5)OC)O)(C(=O)CO)O)N)O.Cl. Cell line: SK-MEL-2. Synergy scores: CSS=33.0, Synergy_ZIP=-4.32, Synergy_Bliss=-2.94, Synergy_Loewe=-27.2, Synergy_HSA=-2.37. (5) Drug 1: COC1=CC(=CC(=C1O)OC)C2C3C(COC3=O)C(C4=CC5=C(C=C24)OCO5)OC6C(C(C7C(O6)COC(O7)C8=CC=CS8)O)O. Drug 2: CN(C)C1=NC(=NC(=N1)N(C)C)N(C)C. Cell line: UACC-257. Synergy scores: CSS=12.7, Synergy_ZIP=-1.78, Synergy_Bliss=3.21, Synergy_Loewe=-54.6, Synergy_HSA=-1.48. (6) Drug 1: CC(CN1CC(=O)NC(=O)C1)N2CC(=O)NC(=O)C2. Cell line: A498. Drug 2: C(=O)(N)NO. Synergy scores: CSS=26.1, Synergy_ZIP=-5.96, Synergy_Bliss=-0.469, Synergy_Loewe=-3.08, Synergy_HSA=1.21. (7) Synergy scores: CSS=30.7, Synergy_ZIP=-6.58, Synergy_Bliss=-0.356, Synergy_Loewe=-4.24, Synergy_HSA=0.528. Cell line: COLO 205. Drug 1: C(=O)(N)NO. Drug 2: C(CC(=O)O)C(=O)CN.Cl.